From a dataset of Full USPTO retrosynthesis dataset with 1.9M reactions from patents (1976-2016). Predict the reactants needed to synthesize the given product. (1) Given the product [Br:27][C:16]1[C:17]([O:19][C:20]2[C:21]([CH3:26])=[N:22][CH:23]=[CH:24][CH:25]=2)=[CH:18][C:13]([NH:12][C:10]([NH2:9])=[S:11])=[N:14][CH:15]=1, predict the reactants needed to synthesize it. The reactants are: C([NH:9][C:10]([NH:12][C:13]1[CH:18]=[C:17]([O:19][C:20]2[C:21]([CH3:26])=[N:22][CH:23]=[CH:24][CH:25]=2)[C:16]([Br:27])=[CH:15][N:14]=1)=[S:11])(=O)C1C=CC=CC=1.C(=O)([O-])[O-].[K+].[K+]. (2) Given the product [F:28][C:23]1[CH:22]=[C:21]([C:16](=[O:33])[C:17]([F:20])([F:19])[F:18])[CH:26]=[C:25]([F:27])[CH:24]=1, predict the reactants needed to synthesize it. The reactants are: C([C@H]1COC(=O)N1C(=O)C=[C:16]([C:21]1[CH:26]=[C:25]([F:27])[CH:24]=[C:23]([F:28])[CH:22]=1)[C:17]([F:20])([F:19])[F:18])C1C=CC=CC=1.FC(F)(F)C(N1CCOCC1)=[O:33].BrC1C=C(F)C=C(F)C=1. (3) Given the product [F:1][C:2]1[CH:3]=[C:4]([NH:18][C:19](=[O:25])[C:20]([NH:34][CH2:33][CH2:32][N:29]2[CH2:30][CH2:31][O:26][CH2:27][CH2:28]2)=[O:21])[CH:5]=[CH:6][C:7]=1[O:8][C:9]1[CH:14]=[CH:13][N:12]=[C:11]2[CH:15]=[CH:16][S:17][C:10]=12, predict the reactants needed to synthesize it. The reactants are: [F:1][C:2]1[CH:3]=[C:4]([NH:18][C:19](=[O:25])[C:20](OCC)=[O:21])[CH:5]=[CH:6][C:7]=1[O:8][C:9]1[CH:14]=[CH:13][N:12]=[C:11]2[CH:15]=[CH:16][S:17][C:10]=12.[O:26]1[CH2:31][CH2:30][N:29]([CH2:32][CH2:33][NH2:34])[CH2:28][CH2:27]1.